Task: Predict the reaction yield, written as a fraction of the theoretical maximum amount of product (1.0 means a 100% yield; for example, 0.34 means a 34% yield).. Dataset: Reaction yield outcomes from USPTO patents with 853,638 reactions (1) The reactants are [Br:1][C:2]1[CH:8]=[C:7]([CH3:9])[C:5]([NH2:6])=[C:4]([CH3:10])[CH:3]=1.[CH:11]1([CH2:16][C:17](Cl)=[O:18])[CH2:15][CH2:14][CH2:13][CH2:12]1. The catalyst is C(#N)C. The product is [Br:1][C:2]1[CH:8]=[C:7]([CH3:9])[C:5]([NH:6][C:17](=[O:18])[CH2:16][CH:11]2[CH2:15][CH2:14][CH2:13][CH2:12]2)=[C:4]([CH3:10])[CH:3]=1. The yield is 0.920. (2) The reactants are [OH-].[Li+].[CH2:3]([O:5]/[C:6](=[CH:12]\[C:13]1[CH:14]=[N:15][C:16]([C:19]2[CH:24]=[CH:23][CH:22]=[C:21]([N:25]([CH3:36])[C:26]([NH:28][CH2:29][CH2:30][CH2:31][CH2:32][CH2:33][CH2:34][CH3:35])=[O:27])[CH:20]=2)=[CH:17][CH:18]=1)/[C:7]([O:9]CC)=[O:8])[CH3:4].C(O)(=O)C.O. The catalyst is O1CCCC1.C(OCC)(=O)C. The product is [CH2:3]([O:5]/[C:6](=[CH:12]\[C:13]1[CH:14]=[N:15][C:16]([C:19]2[CH:24]=[CH:23][CH:22]=[C:21]([N:25]([CH3:36])[C:26]([NH:28][CH2:29][CH2:30][CH2:31][CH2:32][CH2:33][CH2:34][CH3:35])=[O:27])[CH:20]=2)=[CH:17][CH:18]=1)/[C:7]([OH:9])=[O:8])[CH3:4]. The yield is 0.460. (3) The reactants are Cl[C:2]1[C:11]2[C:6](=[CH:7][C:8]([O:14][CH2:15][CH2:16][CH2:17][N:18]3[CH2:22][CH2:21][CH2:20][CH2:19]3)=[C:9]([O:12][CH3:13])[CH:10]=2)[N:5]=[CH:4][N:3]=1.[OH:23][C:24]1[CH:25]=[CH:26][C:27]2[O:32][CH2:31][C:30](=[O:33])[NH:29][C:28]=2[CH:34]=1. The product is [CH3:13][O:12][C:9]1[CH:10]=[C:11]2[C:6](=[CH:7][C:8]=1[O:14][CH2:15][CH2:16][CH2:17][N:18]1[CH2:22][CH2:21][CH2:20][CH2:19]1)[N:5]=[CH:4][N:3]=[C:2]2[O:23][C:24]1[CH:25]=[CH:26][C:27]2[O:32][CH2:31][C:30](=[O:33])[NH:29][C:28]=2[CH:34]=1. No catalyst specified. The yield is 0.940.